From a dataset of Reaction yield outcomes from USPTO patents with 853,638 reactions. Predict the reaction yield, written as a fraction of the theoretical maximum amount of product (1.0 means a 100% yield; for example, 0.34 means a 34% yield). (1) The reactants are CCOC1N(C(OCC)=O)C2C(=CC=CC=2)C=C1.[NH2:19][C:20]1[CH:27]=[CH:26][C:23]([CH2:24][OH:25])=[CH:22][CH:21]=1.[CH2:28]([O:31][C:32]([NH:34][C@@H:35]([CH:44]([CH3:46])[CH3:45])[C:36]([NH:38][C@@H:39]([CH3:43])[C:40](O)=[O:41])=[O:37])=[O:33])[CH:29]=[CH2:30]. The catalyst is C1COCC1. The product is [OH:25][CH2:24][C:23]1[CH:26]=[CH:27][C:20]([NH:19][C:40](=[O:41])[C@@H:39]([NH:38][C:36](=[O:37])[C@@H:35]([NH:34][C:32](=[O:33])[O:31][CH2:28][CH:29]=[CH2:30])[CH:44]([CH3:46])[CH3:45])[CH3:43])=[CH:21][CH:22]=1. The yield is 0.880. (2) The reactants are [Se](=O)=O.[OH:4][CH2:5][C:6]1[CH:7]=[C:8]([CH:11]=[CH:12][N:13]=1)[C:9]#[N:10].ClCCl. The catalyst is O1CCOCC1. The product is [CH:5]([C:6]1[CH:7]=[C:8]([CH:11]=[CH:12][N:13]=1)[C:9]#[N:10])=[O:4]. The yield is 0.920. (3) The reactants are [CH2:1]([O:8][CH2:9][CH2:10][O:11][C:12]1[CH:17]=[CH:16][C:15]([N+:18]([O-])=O)=[CH:14][C:13]=1[C:21]([F:24])([F:23])[F:22])[C:2]1[CH:7]=[CH:6][CH:5]=[CH:4][CH:3]=1.[NH4+].[Cl-]. The catalyst is CO.[Zn]. The product is [CH2:1]([O:8][CH2:9][CH2:10][O:11][C:12]1[CH:17]=[CH:16][C:15]([NH2:18])=[CH:14][C:13]=1[C:21]([F:22])([F:23])[F:24])[C:2]1[CH:3]=[CH:4][CH:5]=[CH:6][CH:7]=1. The yield is 0.607.